From a dataset of Experimentally validated miRNA-target interactions with 360,000+ pairs, plus equal number of negative samples. Binary Classification. Given a miRNA mature sequence and a target amino acid sequence, predict their likelihood of interaction. (1) The miRNA is hsa-miR-8087 with sequence GAAGACUUCUUGGAUUACAGGGG. Result: 0 (no interaction). The protein sequence of the target gene is MKRIFSLLEKTWLGAPIQFAWQKTSGNYLAVTGADYIVKIFDRHGQKRSEINLPGNCVAMDWDKDGDVLAVIAEKSSCIYLWDANTNKTSQLDNGMRDQMSFLLWSKVGSFLAVGTVKGNLLIYNHQTSRKIPVLGKHTKRITCGCWNAENLLALGGEDKMITVSNQEGDTIRQTQVRSEPSNMQFFLMKMDDRTSAAESMISVVLGKKTLFFLNLNEPDNPADLEFQQDFGNIVCYNWYGDGRIMIGFSCGHFVVISTHTGELGQEIFQARNHKDNLTSIAVSQTLNKVATCGDNCIKI.... (2) The protein sequence of the target gene is MEQRRVTDFFARRRPGPPRIAPPKLACRTPSPARPALRAPASATSGSRKRARPPAAPGRDQARPPARRRLRLSVDEVSSPSTPEAPDIPACPSPGQKIKKSTPAAGQPPHLTSAQDQDTISELASCLQRARELGARVRALKASAQDAGESCTPEAEGRPEEPCGEKAPAYQRFHALAQPGLPGLVLPYKYQVLAEMFRSMDTIVGMLHNRSETPTFAKVQRGVQDMMRRRFEECNVGQIKTVYPASYRFRQERSVPTFKDGTRRSDYQLTIEPLLEQEADGAAPQLTASRLLQRRQIFSQ.... Result: 1 (interaction). The miRNA is hsa-miR-4725-3p with sequence UGGGGAAGGCGUCAGUGUCGGG.